Dataset: NCI-60 drug combinations with 297,098 pairs across 59 cell lines. Task: Regression. Given two drug SMILES strings and cell line genomic features, predict the synergy score measuring deviation from expected non-interaction effect. (1) Drug 1: CC(C1=C(C=CC(=C1Cl)F)Cl)OC2=C(N=CC(=C2)C3=CN(N=C3)C4CCNCC4)N. Drug 2: C1=NC2=C(N=C(N=C2N1C3C(C(C(O3)CO)O)O)F)N. Cell line: MCF7. Synergy scores: CSS=1.22, Synergy_ZIP=1.33, Synergy_Bliss=5.37, Synergy_Loewe=-0.732, Synergy_HSA=3.21. (2) Drug 1: CN(C)N=NC1=C(NC=N1)C(=O)N. Drug 2: C(CN)CNCCSP(=O)(O)O. Cell line: SK-MEL-28. Synergy scores: CSS=16.5, Synergy_ZIP=8.55, Synergy_Bliss=10.7, Synergy_Loewe=6.67, Synergy_HSA=8.63. (3) Drug 1: CN1CCC(CC1)COC2=C(C=C3C(=C2)N=CN=C3NC4=C(C=C(C=C4)Br)F)OC. Drug 2: CCC1=C2CN3C(=CC4=C(C3=O)COC(=O)C4(CC)O)C2=NC5=C1C=C(C=C5)O. Cell line: U251. Synergy scores: CSS=39.3, Synergy_ZIP=-1.39, Synergy_Bliss=-3.24, Synergy_Loewe=-16.9, Synergy_HSA=-1.93. (4) Drug 1: CS(=O)(=O)C1=CC(=C(C=C1)C(=O)NC2=CC(=C(C=C2)Cl)C3=CC=CC=N3)Cl. Drug 2: CC1=C(C=C(C=C1)NC2=NC=CC(=N2)N(C)C3=CC4=NN(C(=C4C=C3)C)C)S(=O)(=O)N.Cl. Cell line: OVCAR-8. Synergy scores: CSS=13.4, Synergy_ZIP=3.42, Synergy_Bliss=8.59, Synergy_Loewe=7.06, Synergy_HSA=8.38.